From a dataset of Reaction yield outcomes from USPTO patents with 853,638 reactions. Predict the reaction yield, written as a fraction of the theoretical maximum amount of product (1.0 means a 100% yield; for example, 0.34 means a 34% yield). The reactants are [N+:1]([C:4]1[CH:5]=[C:6]([C:10]2[S:32][C:13]3=[N:14][C:15]([N:19]4[CH2:24][CH2:23][N:22]([C:25]([O:27][C:28]([CH3:31])([CH3:30])[CH3:29])=[O:26])[CH2:21][CH2:20]4)=[CH:16][C:17](=[O:18])[N:12]3[N:11]=2)[CH:7]=[CH:8][CH:9]=1)([O-])=O.NN. The catalyst is CCO.[Ni]. The product is [NH2:1][C:4]1[CH:5]=[C:6]([C:10]2[S:32][C:13]3=[N:14][C:15]([N:19]4[CH2:20][CH2:21][N:22]([C:25]([O:27][C:28]([CH3:30])([CH3:29])[CH3:31])=[O:26])[CH2:23][CH2:24]4)=[CH:16][C:17](=[O:18])[N:12]3[N:11]=2)[CH:7]=[CH:8][CH:9]=1. The yield is 0.616.